This data is from Reaction yield outcomes from USPTO patents with 853,638 reactions. The task is: Predict the reaction yield, written as a fraction of the theoretical maximum amount of product (1.0 means a 100% yield; for example, 0.34 means a 34% yield). The reactants are [CH:1]1[C:10]2[C:5](=[CH:6][CH:7]=[CH:8][CH:9]=2)[CH:4]=[C:3]([C:11]([OH:13])=O)[N:2]=1.CN(C(ON1N=NC2C=CC=CC1=2)=[N+](C)C)C.F[P-](F)(F)(F)(F)F.CCN(C(C)C)C(C)C.[CH2:47]([O:49][C:50]([C:52]1[C:60]2[N:59]=[C:58]([NH2:61])[NH:57][C:56]=2[CH:55]=[C:54]([O:62][CH2:63][CH3:64])[CH:53]=1)=[O:51])[CH3:48]. The catalyst is CN(C=O)C.[Cl-].[Na+].O. The product is [CH2:47]([O:49][C:50]([C:52]1[C:60]2[NH:59][C:58]([NH:61][C:11]([C:3]3[N:2]=[CH:1][C:10]4[C:5]([CH:4]=3)=[CH:6][CH:7]=[CH:8][CH:9]=4)=[O:13])=[N:57][C:56]=2[CH:55]=[C:54]([O:62][CH2:63][CH3:64])[CH:53]=1)=[O:51])[CH3:48]. The yield is 0.620.